From a dataset of Forward reaction prediction with 1.9M reactions from USPTO patents (1976-2016). Predict the product of the given reaction. (1) Given the reactants [Br:1][C:2]1[CH:7]=[CH:6][C:5]([OH:8])=[CH:4][CH:3]=1.O[CH2:10][C@@H:11]1[CH2:15][CH2:14][CH2:13][N:12]1[C:16]([O:18][C:19]([CH3:22])([CH3:21])[CH3:20])=[O:17].C1(P(C2C=CC=CC=2)C2C=CC=CC=2)C=CC=CC=1.N(C(OC(C)C)=O)=NC(OC(C)C)=O, predict the reaction product. The product is: [Br:1][C:2]1[CH:7]=[CH:6][C:5]([O:8][CH2:10][C@@H:11]2[CH2:15][CH2:14][CH2:13][N:12]2[C:16]([O:18][C:19]([CH3:20])([CH3:22])[CH3:21])=[O:17])=[CH:4][CH:3]=1. (2) Given the reactants [NH2:1][C:2]1[CH2:8][C:7]([C:9]([O:11][CH2:12]C)=[O:10])=[CH:6][C:5]2[CH:14]=[C:15]([C:18]3[CH:23]=[CH:22][C:21]([C:24]([N:26]4[CH2:30][CH2:29][CH2:28][CH2:27]4)=[O:25])=[CH:20][CH:19]=3)[CH:16]=[CH:17][C:4]=2[N:3]=1.C(N(CC)CC)C, predict the reaction product. The product is: [NH2:1][C:2]1[CH2:8][C:7]([C:9]([O:11][CH3:12])=[O:10])=[CH:6][C:5]2[CH:14]=[C:15]([C:18]3[CH:23]=[CH:22][C:21]([C:24]([N:26]4[CH2:30][CH2:29][CH2:28][CH2:27]4)=[O:25])=[CH:20][CH:19]=3)[CH:16]=[CH:17][C:4]=2[N:3]=1.